Dataset: Retrosynthesis with 50K atom-mapped reactions and 10 reaction types from USPTO. Task: Predict the reactants needed to synthesize the given product. Given the product NCC1CN(c2ccc3c(c2)CC(=O)CCC3)C(=O)O1, predict the reactants needed to synthesize it. The reactants are: [N-]=[N+]=NCC1CN(c2ccc3c(c2)CC(=O)CCC3)C(=O)O1.